From a dataset of Forward reaction prediction with 1.9M reactions from USPTO patents (1976-2016). Predict the product of the given reaction. (1) Given the reactants C([O-])(O)=O.[Na+].[NH2:6][C@@H:7]([C:11]([OH:13])=[O:12])[C@H:8]([CH3:10])[OH:9].[C:14](Cl)(=[O:25])[O:15][CH2:16][CH2:17][CH2:18][C:19]1[CH:24]=[CH:23][CH:22]=[CH:21][CH:20]=1, predict the reaction product. The product is: [OH:9][C@@H:8]([CH3:10])[C@@H:7]([NH:6][C:14]([O:15][CH2:16][CH2:17][CH2:18][C:19]1[CH:24]=[CH:23][CH:22]=[CH:21][CH:20]=1)=[O:25])[C:11]([OH:13])=[O:12]. (2) Given the reactants Cl.[CH2:2]([O:9][C:10]1[CH:16]=[CH:15][C:13]([NH2:14])=[CH:12][CH:11]=1)[C:3]1[CH:8]=[CH:7][CH:6]=[CH:5][CH:4]=1.[C:17]([N:27]1[CH2:34][CH2:33][CH2:32][C@@H:28]1[C:29](O)=[O:30])([O:19][CH2:20][C:21]1[CH:26]=[CH:25][CH:24]=[CH:23][CH:22]=1)=[O:18].C(OC1C=CC(NC(C2C=CC=CN=2)=O)=CC=1)C1C=CC=CC=1, predict the reaction product. The product is: [CH2:20]([O:19][C:17]([N:27]1[CH2:34][CH2:33][CH2:32][C@@H:28]1[C:29](=[O:30])[NH:14][C:13]1[CH:12]=[CH:11][C:10]([O:9][CH2:2][C:3]2[CH:4]=[CH:5][CH:6]=[CH:7][CH:8]=2)=[CH:16][CH:15]=1)=[O:18])[C:21]1[CH:26]=[CH:25][CH:24]=[CH:23][CH:22]=1. (3) The product is: [F:19][C:13]([F:20])([C:2]1[CH:7]=[CH:6][C:5]([C:8]([F:11])([F:10])[F:9])=[CH:4][CH:3]=1)[C:14]([O:16][CH2:17][CH3:18])=[O:15]. Given the reactants I[C:2]1[CH:7]=[CH:6][C:5]([C:8]([F:11])([F:10])[F:9])=[CH:4][CH:3]=1.Br[C:13]([F:20])([F:19])[C:14]([O:16][CH2:17][CH3:18])=[O:15].O, predict the reaction product. (4) Given the reactants [Br:1][C:2]1[CH:3]=[C:4]([CH:7]=[CH:8][CH:9]=1)[C:5]#[N:6].[S].[CH2:11](N)[CH2:12][NH2:13], predict the reaction product. The product is: [Br:1][C:2]1[CH:3]=[C:4]([C:5]2[NH:13][CH2:12][CH2:11][N:6]=2)[CH:7]=[CH:8][CH:9]=1. (5) Given the reactants [Cl-].[Li+].[Br-].[I:4][C:5]1[CH:12]=[CH:11][CH:10]=[CH:9][C:6]=1[CH2:7][Zn+].Cl[Si](C)(C)C.[CH3:18][C:19]([CH:21]=[CH2:22])=[O:20].S([O-])([O-])(=O)=O.[Na+].[Na+].[Cl-].[NH4+], predict the reaction product. The product is: [I:4][C:5]1[CH:12]=[CH:11][CH:10]=[CH:9][C:6]=1[CH2:7][CH2:22][CH2:21][C:19](=[O:20])[CH3:18]. (6) Given the reactants [F:1][C:2]1[CH:13]=[CH:12][C:5]([O:6][CH2:7][C:8](=[O:11])[C:9]#[CH:10])=[CH:4][CH:3]=1.C(=O)C.C(CN)O, predict the reaction product. The product is: [F:1][C:2]1[CH:13]=[CH:12][C:5]([O:6][CH2:7][C@@H:8]([OH:11])[C:9]#[CH:10])=[CH:4][CH:3]=1.